This data is from Forward reaction prediction with 1.9M reactions from USPTO patents (1976-2016). The task is: Predict the product of the given reaction. (1) Given the reactants Br[CH2:2][CH2:3][CH2:4][CH2:5][CH2:6][C:7]1[C:13]2[CH:14]=[CH:15][C:16]([OH:18])=[CH:17][C:12]=2[CH2:11][CH2:10][CH2:9][C:8]=1[C:19]1[CH:24]=[CH:23][C:22]([OH:25])=[C:21]([F:26])[CH:20]=1.[CH3:27][NH:28][CH2:29][CH2:30][CH2:31][S:32]([CH2:34][CH2:35][CH2:36][C:37]([F:43])([F:42])[C:38]([F:41])([F:40])[F:39])=[O:33], predict the reaction product. The product is: [F:26][C:21]1[CH:20]=[C:19]([C:8]2[CH2:9][CH2:10][CH2:11][C:12]3[CH:17]=[C:16]([OH:18])[CH:15]=[CH:14][C:13]=3[C:7]=2[CH2:6][CH2:5][CH2:4][CH2:3][CH2:2][N:28]([CH3:27])[CH2:29][CH2:30][CH2:31][S:32]([CH2:34][CH2:35][CH2:36][C:37]([F:43])([F:42])[C:38]([F:39])([F:40])[F:41])=[O:33])[CH:24]=[CH:23][C:22]=1[OH:25]. (2) Given the reactants [C:1]([NH:8][CH2:9][C:10]([OH:12])=[O:11])([O:3][C:4]([CH3:7])([CH3:6])[CH3:5])=[O:2].O[N:14]1[C:18](=[O:19])[CH2:17][CH2:16][C:15]1=[O:20].C1(N=C=NC2CCCCC2)CCCCC1, predict the reaction product. The product is: [C:4]([O:3][C:1]([NH:8][CH2:9][C:10]([O:12][N:14]1[C:18](=[O:19])[CH2:17][CH2:16][C:15]1=[O:20])=[O:11])=[O:2])([CH3:6])([CH3:7])[CH3:5]. (3) Given the reactants [Cl:1][C:2]1[C:9]([CH3:10])=[C:8]([Cl:11])[CH:7]=[C:4]([CH:5]=O)[C:3]=1[OH:12].[F:13][C:14]([F:23])([F:22])/[CH:15]=[CH:16]/[C:17]([O:19][CH2:20][CH3:21])=[O:18].C(N(CC)CC)C, predict the reaction product. The product is: [Cl:11][C:8]1[C:9]([CH3:10])=[C:2]([Cl:1])[C:3]2[O:12][CH:15]([C:14]([F:13])([F:23])[F:22])[C:16]([C:17]([O:19][CH2:20][CH3:21])=[O:18])=[CH:5][C:4]=2[CH:7]=1. (4) The product is: [CH3:11][O:10][C:7]1[CH:8]=[CH:9][C:4]([CH:3]([CH3:2])[C:24]([OH:26])=[O:25])=[CH:5][CH:6]=1. Given the reactants Br[C:2](Br)=[CH:3][C:4]1[CH:9]=[CH:8][C:7]([O:10][CH3:11])=[CH:6][CH:5]=1.C([Li])CCC.CCCCCC.[C:24](=[O:26])=[O:25].O, predict the reaction product. (5) Given the reactants [N:1]1([C:7]2[CH:38]=[CH:37][C:10]([CH2:11][CH:12]3[C:21]4[C:16](=[CH:17][C:18]([O:22]CC5C=CC=CC=5)=[CH:19][CH:20]=4)[CH2:15][CH2:14][N:13]3[C:30]3[CH:35]=[CH:34][C:33]([F:36])=[CH:32][CH:31]=3)=[CH:9][CH:8]=2)[CH2:6][CH2:5][CH2:4][CH2:3][CH2:2]1, predict the reaction product. The product is: [N:1]1([C:7]2[CH:38]=[CH:37][C:10]([CH2:11][CH:12]3[C:21]4[C:16](=[CH:17][C:18]([OH:22])=[CH:19][CH:20]=4)[CH2:15][CH2:14][N:13]3[C:30]3[CH:31]=[CH:32][C:33]([F:36])=[CH:34][CH:35]=3)=[CH:9][CH:8]=2)[CH2:6][CH2:5][CH2:4][CH2:3][CH2:2]1. (6) The product is: [CH3:8][O:9][C:10]1[CH:18]=[C:17]([N:19]2[CH2:6][CH2:7][N:2]([CH3:1])[CH2:3][CH2:4]2)[C:16]([N+:22]([O-:24])=[O:23])=[CH:15][C:11]=1[C:12]([OH:14])=[O:13]. Given the reactants [CH3:1][N:2]1[CH2:7][CH2:6]N[CH2:4][CH2:3]1.[CH3:8][O:9][C:10]1[CH:18]=[C:17]([N+:19]([O-])=O)[C:16]([N+:22]([O-:24])=[O:23])=[CH:15][C:11]=1[C:12]([OH:14])=[O:13], predict the reaction product.